This data is from hERG Central: cardiac toxicity at 1µM, 10µM, and general inhibition. The task is: Predict hERG channel inhibition at various concentrations. (1) The molecule is CC1CN(C(=O)CCc2ccccc2)C(C)CN1C(=O)CCc1ccccc1. Results: hERG_inhib (hERG inhibition (general)): blocker. (2) The compound is CSc1ccc(C(=O)C2CCCN(C(=O)c3nn(C)c(=O)c4ccccc34)C2)cc1. Results: hERG_inhib (hERG inhibition (general)): blocker. (3) The compound is COc1c(Cl)cc(Cl)cc1C(=O)Nc1ccc(CN2CCCCC2)cc1. Results: hERG_inhib (hERG inhibition (general)): blocker.